From a dataset of Full USPTO retrosynthesis dataset with 1.9M reactions from patents (1976-2016). Predict the reactants needed to synthesize the given product. (1) Given the product [CH3:10][O:11][C:12]1[CH:13]=[C:14]([C:15]2[N:1]=[C:2]3[CH:7]=[C:6]([O:8][CH3:9])[CH:5]=[CH:4][N:3]3[CH:16]=2)[CH:19]=[CH:20][C:21]=1[O:22][CH3:23], predict the reactants needed to synthesize it. The reactants are: [NH2:1][C:2]1[CH:7]=[C:6]([O:8][CH3:9])[CH:5]=[CH:4][N:3]=1.[CH3:10][O:11][C:12]1[CH:13]=[C:14]([CH:19]=[CH:20][C:21]=1[O:22][CH3:23])[C:15](=O)[CH2:16]Br. (2) The reactants are: Cl[C:2]1[CH:3]=[CH:4][C:5]2[CH2:11][CH2:10][NH:9][CH2:8][CH2:7][C:6]=2[N:12]=1.C(N(CC)CC)C.[H][H]. Given the product [N:12]1[C:6]2[CH2:7][CH2:8][NH:9][CH2:10][CH2:11][C:5]=2[CH:4]=[CH:3][CH:2]=1, predict the reactants needed to synthesize it. (3) Given the product [Cl:1][C:2]1[CH:9]=[C:6]2[C:5](=[CH:4][CH:3]=1)[O:10][CH2:13][C:12]([C:11]#[N:14])=[CH:7]2, predict the reactants needed to synthesize it. The reactants are: [Cl:1][C:2]1[CH:3]=[CH:4][C:5]([OH:10])=[C:6]([CH:9]=1)[CH:7]=O.[C:11](#[N:14])[CH:12]=[CH2:13].C1N2CCN(CC2)C1. (4) Given the product [N:1]1[C:9]2[C:4](=[N:5][CH:6]=[CH:7][CH:8]=2)[O:3][C:2]=1[C:10]1[CH:19]=[CH:18][C:13]([C:14]([OH:16])=[O:15])=[CH:12][CH:11]=1, predict the reactants needed to synthesize it. The reactants are: [N:1]1[C:9]2[C:4](=[N:5][CH:6]=[CH:7][CH:8]=2)[O:3][C:2]=1[C:10]1[CH:19]=[CH:18][C:13]([C:14]([O:16]C)=[O:15])=[CH:12][CH:11]=1.[Li+].[OH-]. (5) Given the product [C:1]([O:5][C:6](=[O:34])[NH:7][CH2:8][CH2:9][CH2:10][N:11]([CH:12]([C:16]1[N:17]([CH2:27][C:28]2[CH:29]=[CH:30][CH:31]=[CH:32][CH:33]=2)[C:18](=[O:26])[C:19]2[C:24]([CH3:25])=[N:23][O:22][C:20]=2[N:21]=1)[CH:13]([CH3:15])[CH3:14])[C:41](=[O:42])[C:36]1[CH:35]=[CH:40][C:39]([CH3:45])=[CH:38][CH:37]=1)([CH3:3])([CH3:4])[CH3:2], predict the reactants needed to synthesize it. The reactants are: [C:1]([O:5][C:6](=[O:34])[NH:7][CH2:8][CH2:9][CH2:10][NH:11][CH:12]([C:16]1[N:17]([CH2:27][C:28]2[CH:33]=[CH:32][CH:31]=[CH:30][CH:29]=2)[C:18](=[O:26])[C:19]2[C:24]([CH3:25])=[N:23][O:22][C:20]=2[N:21]=1)[CH:13]([CH3:15])[CH3:14])([CH3:4])([CH3:3])[CH3:2].[C:35]1(C)[C:36]([C:41](Cl)=[O:42])=[CH:37][CH:38]=[CH:39][CH:40]=1.[CH2:45](N(CC)CC)C. (6) Given the product [NH:1]1[C:9]2[C:4](=[CH:5][CH:6]=[CH:7][CH:8]=2)[C:3](/[CH:10]=[C:11]2\[O:12][C:13]3[C:20]([C:21]([OH:23])=[O:22])=[C:19]([O:25][CH3:26])[CH:18]=[CH:17][C:14]=3[C:15]\2=[O:16])=[N:2]1, predict the reactants needed to synthesize it. The reactants are: [NH:1]1[C:9]2[C:4](=[CH:5][CH:6]=[CH:7][CH:8]=2)[C:3](/[CH:10]=[C:11]2\[O:12][C:13]3[C:20]([C:21]([O:23]C)=[O:22])=[C:19]([O:25][CH3:26])[CH:18]=[CH:17][C:14]=3[C:15]\2=[O:16])=[N:2]1.CO.O.[OH-].[Li+].Cl. (7) Given the product [OH:34][C@H:33]([C:24]1[CH:25]=[CH:26][C:27]2[C:28](=[O:32])[O:29][CH2:30][C:31]=2[C:23]=1[CH3:22])[CH2:35][N:17]1[CH2:18][CH2:19][N:14]([CH2:13][C:12]([C:3]2[CH:4]=[CH:5][C:6]3[C:7](=[O:11])[O:8][CH2:9][C:10]=3[C:2]=2[CH3:1])=[O:21])[C:15](=[O:20])[CH2:16]1, predict the reactants needed to synthesize it. The reactants are: [CH3:1][C:2]1[C:10]2[CH2:9][O:8][C:7](=[O:11])[C:6]=2[CH:5]=[CH:4][C:3]=1[C:12](=[O:21])[CH2:13][N:14]1[CH2:19][CH2:18][NH:17][CH2:16][C:15]1=[O:20].[CH3:22][C:23]1[C:31]2[CH2:30][O:29][C:28](=[O:32])[C:27]=2[CH:26]=[CH:25][C:24]=1[C@@H:33]1[CH2:35][O:34]1.